This data is from Catalyst prediction with 721,799 reactions and 888 catalyst types from USPTO. The task is: Predict which catalyst facilitates the given reaction. Reactant: [C:1]1([C:7]2[O:11][N:10]=[C:9]([C:12]3[O:16][N:15]=[C:14]([C:17]4[CH:22]=[CH:21][C:20]([CH:23]=[CH2:24])=[CH:19][CH:18]=4)[N:13]=3)[C:8]=2[CH2:25][CH2:26][CH3:27])[CH:6]=[CH:5][CH:4]=[CH:3][CH:2]=1.C1C=C(Cl)C=C(C(OO)=[O:36])C=1. Product: [O:36]1[CH2:24][CH:23]1[C:20]1[CH:19]=[CH:18][C:17]([C:14]2[N:13]=[C:12]([C:9]3[C:8]([CH2:25][CH2:26][CH3:27])=[C:7]([C:1]4[CH:6]=[CH:5][CH:4]=[CH:3][CH:2]=4)[O:11][N:10]=3)[O:16][N:15]=2)=[CH:22][CH:21]=1. The catalyst class is: 2.